From a dataset of Full USPTO retrosynthesis dataset with 1.9M reactions from patents (1976-2016). Predict the reactants needed to synthesize the given product. (1) The reactants are: Cl[C:2]1[C:7]([C:8]#[N:9])=[CH:6][N:5]=[C:4]2[NH:10][C:11]([C:13]3[CH:18]=[CH:17][C:16]([O:19][CH2:20][CH2:21][N:22]4[CH2:27][CH2:26][O:25][CH2:24][CH2:23]4)=[CH:15][CH:14]=3)=[N:12][C:3]=12.[NH2:28][C:29]1[CH:34]=[CH:33][CH:32]=[CH:31][CH:30]=1. Given the product [NH:28]([C:2]1[C:7]([C:8]#[N:9])=[CH:6][N:5]=[C:4]2[NH:10][C:11]([C:13]3[CH:14]=[CH:15][C:16]([O:19][CH2:20][CH2:21][N:22]([CH2:27][CH2:26][O:25][CH3:24])[CH3:23])=[CH:17][CH:18]=3)=[N:12][C:3]=12)[C:29]1[CH:34]=[CH:33][CH:32]=[CH:31][CH:30]=1, predict the reactants needed to synthesize it. (2) Given the product [CH2:1]([O:8][C:9]1[CH:18]=[CH:17][CH:16]=[C:15]2[C:10]=1[CH2:11][CH2:12][CH2:13][CH:14]2[C:19]([N:31]([CH2:30][C:27]1[CH:26]=[CH:25][C:24]([N:23]([CH3:41])[CH3:22])=[CH:29][CH:28]=1)[C:32]1[CH:33]=[N:34][C:35]([CH:38]([CH3:39])[CH3:40])=[CH:36][CH:37]=1)=[O:20])[C:2]1[CH:3]=[CH:4][CH:5]=[CH:6][CH:7]=1, predict the reactants needed to synthesize it. The reactants are: [CH2:1]([O:8][C:9]1[CH:18]=[CH:17][CH:16]=[C:15]2[C:10]=1[CH2:11][CH2:12][CH2:13][CH:14]2[C:19](O)=[O:20])[C:2]1[CH:7]=[CH:6][CH:5]=[CH:4][CH:3]=1.[CH3:22][N:23]([CH3:41])[C:24]1[CH:29]=[CH:28][C:27]([CH2:30][NH:31][C:32]2[CH:33]=[N:34][C:35]([CH:38]([CH3:40])[CH3:39])=[CH:36][CH:37]=2)=[CH:26][CH:25]=1. (3) Given the product [Br:21][C:19]1[CH:18]=[CH:17][C:16]([O:22][CH:23]([F:25])[F:24])=[C:15]([CH:20]=1)[CH2:14][C@H:10]1[O:11][CH2:12][CH2:13][NH:8][CH2:9]1, predict the reactants needed to synthesize it. The reactants are: C([N:8]1[CH2:13][CH2:12][O:11][C@H:10]([CH2:14][C:15]2[CH:20]=[C:19]([Br:21])[CH:18]=[CH:17][C:16]=2[O:22][CH:23]([F:25])[F:24])[CH2:9]1)(OC(C)(C)C)=O.Cl.C(O)(=O)/C=C/C(O)=O. (4) The reactants are: Cl.[CH2:2]1[C:8]2[C:9]3[CH:15]=[CH:14][C:13]([N:16]4[CH:21]=[CH:20][C:19]([C:22]5[CH:27]=[CH:26][C:25]([C:28]([F:31])([F:30])[F:29])=[CH:24][CH:23]=5)=[CH:18][C:17]4=[O:32])=[CH:12][C:10]=3[O:11][C:7]=2[CH2:6][CH2:5][CH2:4][NH:3]1.C=O.[C:35](O[BH-](OC(=O)C)OC(=O)C)(=O)C.[Na+]. Given the product [CH3:35][N:3]1[CH2:4][CH2:5][CH2:6][C:7]2[O:11][C:10]3[CH:12]=[C:13]([N:16]4[CH:21]=[CH:20][C:19]([C:22]5[CH:27]=[CH:26][C:25]([C:28]([F:31])([F:29])[F:30])=[CH:24][CH:23]=5)=[CH:18][C:17]4=[O:32])[CH:14]=[CH:15][C:9]=3[C:8]=2[CH2:2]1, predict the reactants needed to synthesize it. (5) The reactants are: [C:1]1([Li])C=CC=CC=1.[I-].C[P+](C1C=CC=CC=1)(C1C=CC=CC=1)C1C=CC=CC=1.[CH2:29]([O:31][C:32](=[O:54])[C:33]([CH3:53])([CH3:52])[CH2:34][CH2:35][CH2:36][CH2:37][C:38](=O)[CH2:39][CH2:40][CH2:41][CH2:42][C:43]([CH3:50])([CH3:49])[C:44]([O:46][CH2:47][CH3:48])=[O:45])[CH3:30]. Given the product [CH2:29]([O:31][C:32](=[O:54])[C:33]([CH3:53])([CH3:52])[CH2:34][CH2:35][CH2:36][CH2:37][C:38](=[CH2:1])[CH2:39][CH2:40][CH2:41][CH2:42][C:43]([CH3:50])([CH3:49])[C:44]([O:46][CH2:47][CH3:48])=[O:45])[CH3:30], predict the reactants needed to synthesize it.